Dataset: Catalyst prediction with 721,799 reactions and 888 catalyst types from USPTO. Task: Predict which catalyst facilitates the given reaction. (1) Reactant: [Cl:1][C:2]1[C:3]([NH:9][C:10]2[CH:15]=[C:14]([I:16])[CH:13]=[CH:12][C:11]=2[O:17][CH2:18][CH2:19][O:20][CH3:21])=[N:4][C:5](N)=[N:6][CH:7]=1.C(ON=O)CC(C)C. Product: [Cl:1][C:2]1[C:3]([NH:9][C:10]2[CH:15]=[C:14]([I:16])[CH:13]=[CH:12][C:11]=2[O:17][CH2:18][CH2:19][O:20][CH3:21])=[N:4][CH:5]=[N:6][CH:7]=1. The catalyst class is: 1. (2) Reactant: [F:1][C:2]1[CH:7]=[CH:6][C:5]([CH2:8][C:9](O)=[O:10])=[C:4]([N+:12]([O-])=O)[CH:3]=1. Product: [F:1][C:2]1[CH:3]=[C:4]2[C:5]([CH2:8][C:9](=[O:10])[NH:12]2)=[CH:6][CH:7]=1. The catalyst class is: 331. (3) Reactant: [CH2:1]([C:3]1([N:9]2[CH2:18][C:17]3=[CH:19][NH:20][C:15]4[C:16]3=[C:11]([CH:12]=[CH:13][N:14]=4)[C:10]2=[O:21])[CH2:8][CH2:7][NH:6][CH2:5][CH2:4]1)[CH3:2].C(N(CC)CC)C.[C:29]([CH2:31][C:32](ON1C(=O)CCC1=O)=[O:33])#[N:30]. Product: [CH2:1]([C:3]1([N:9]2[CH2:18][C:17]3=[CH:19][NH:20][C:15]4[C:16]3=[C:11]([CH:12]=[CH:13][N:14]=4)[C:10]2=[O:21])[CH2:8][CH2:7][N:6]([C:32](=[O:33])[CH2:31][C:29]#[N:30])[CH2:5][CH2:4]1)[CH3:2]. The catalyst class is: 14.